This data is from CYP2C9 inhibition data for predicting drug metabolism from PubChem BioAssay. The task is: Regression/Classification. Given a drug SMILES string, predict its absorption, distribution, metabolism, or excretion properties. Task type varies by dataset: regression for continuous measurements (e.g., permeability, clearance, half-life) or binary classification for categorical outcomes (e.g., BBB penetration, CYP inhibition). Dataset: cyp2c9_veith. The compound is COc1cccc([C@@H]2Oc3ccc(OC)cc3/C(=N/O[C@@H](C)c3cc(-c4c(C)cc(C)cc4C)no3)[C@@H]2O)c1. The result is 1 (inhibitor).